From a dataset of Catalyst prediction with 721,799 reactions and 888 catalyst types from USPTO. Predict which catalyst facilitates the given reaction. (1) Reactant: C([O:3][C:4]([C:6]1[N:7]=[C:8]([CH2:11][O:12][CH3:13])[S:9][CH:10]=1)=O)C.CC(C[AlH]CC(C)C)C.C(O)(=O)C.C(C(C(C([O-])=O)O)O)([O-])=O.[K+].[Na+]. Product: [CH3:13][O:12][CH2:11][C:8]1[S:9][CH:10]=[C:6]([CH:4]=[O:3])[N:7]=1. The catalyst class is: 4. (2) Reactant: C([NH:4][C:5]1[CH:10]=[CH:9][C:8]([CH2:11][CH2:12][C:13]2[C:17]3[C:18]([OH:22])=[CH:19][CH:20]=[CH:21][C:16]=3[O:15][CH:14]=2)=[CH:7][CH:6]=1)(=O)C.Cl.C(=O)([O-])O.[Na+]. Product: [NH2:4][C:5]1[CH:6]=[CH:7][C:8]([CH2:11][CH2:12][C:13]2[C:17]3[C:18]([OH:22])=[CH:19][CH:20]=[CH:21][C:16]=3[O:15][CH:14]=2)=[CH:9][CH:10]=1. The catalyst class is: 259. (3) Reactant: [Cl:1][S:2]([OH:5])(=O)=[O:3].[CH3:6][C:7]1[NH:8][CH:9]=[CH:10][N:11]=1.C(=O)([O-])[O-].[Na+].[Na+]. Product: [CH3:6][C:7]1[NH:8][CH:9]=[C:10]([S:2]([Cl:1])(=[O:5])=[O:3])[N:11]=1. The catalyst class is: 309. (4) Reactant: C[Si]([N-][Si](C)(C)C)(C)C.[Na+].[CH3:11][O:12][C:13](=[O:23])[CH2:14][CH2:15][C:16]1[C:17](=[O:22])[NH:18][CH2:19][CH2:20][CH:21]=1.[CH2:24](Br)[CH:25]=[CH2:26]. Product: [CH3:11][O:12][C:13](=[O:23])[CH2:14][CH2:15][C:16]1[C:17](=[O:22])[N:18]([CH2:26][CH:25]=[CH2:24])[CH2:19][CH2:20][CH:21]=1. The catalyst class is: 1. (5) Product: [CH3:1][C:2]1([CH3:31])[CH2:7][CH2:6][C:5](=[C:8]([C:24]2[CH:29]=[CH:28][C:27]([OH:30])=[CH:26][CH:25]=2)[C:9]2[CH:14]=[CH:13][C:12](/[CH:15]=[CH:16]/[C:17]([OH:19])=[O:18])=[CH:11][CH:10]=2)[CH2:4][CH2:3]1. The catalyst class is: 2. Reactant: [CH3:1][C:2]1([CH3:31])[CH2:7][CH2:6][C:5](=[C:8]([C:24]2[CH:29]=[CH:28][C:27]([OH:30])=[CH:26][CH:25]=2)[C:9]2[CH:14]=[CH:13][C:12](/[CH:15]=[CH:16]/[C:17]([O:19]C(C)(C)C)=[O:18])=[CH:11][CH:10]=2)[CH2:4][CH2:3]1.FC(F)(F)C(O)=O.